This data is from Peptide-MHC class II binding affinity with 134,281 pairs from IEDB. The task is: Regression. Given a peptide amino acid sequence and an MHC pseudo amino acid sequence, predict their binding affinity value. This is MHC class II binding data. (1) The peptide sequence is EKKYIAATQFEPLAA. The MHC is HLA-DPA10201-DPB10501 with pseudo-sequence HLA-DPA10201-DPB10501. The binding affinity (normalized) is 0.592. (2) The peptide sequence is HDYEGLSYRSLQPET. The MHC is DRB4_0101 with pseudo-sequence DRB4_0103. The binding affinity (normalized) is 0.207. (3) The peptide sequence is GELQIVDKIDEAFKI. The MHC is DRB3_0202 with pseudo-sequence DRB3_0202. The binding affinity (normalized) is 0.227. (4) The peptide sequence is GKQLYNVEATSYALLALLQLKDFD. The MHC is DRB1_0301 with pseudo-sequence DRB1_0301. The binding affinity (normalized) is 0.118. (5) The peptide sequence is DDIKATYDKGILTVS. The MHC is DRB1_0401 with pseudo-sequence DRB1_0401. The binding affinity (normalized) is 0.319. (6) The MHC is HLA-DQA10501-DQB10201 with pseudo-sequence HLA-DQA10501-DQB10201. The binding affinity (normalized) is 0.260. The peptide sequence is LGGLWKTVSPHLSPI. (7) The peptide sequence is PDEYVEQVAQYKALP. The MHC is HLA-DPA10201-DPB10101 with pseudo-sequence HLA-DPA10201-DPB10101. The binding affinity (normalized) is 0.271. (8) The binding affinity (normalized) is 0. The MHC is DRB1_0301 with pseudo-sequence DRB1_0301. The peptide sequence is ALWRVSAEEY. (9) The peptide sequence is YRKFLANVSTVLTGK. The MHC is DRB1_0404 with pseudo-sequence DRB1_0404. The binding affinity (normalized) is 0.719. (10) The peptide sequence is GELWIVDKIDAAFKI. The MHC is DRB3_0101 with pseudo-sequence DRB3_0101. The binding affinity (normalized) is 0.820.